The task is: Predict the reaction yield, written as a fraction of the theoretical maximum amount of product (1.0 means a 100% yield; for example, 0.34 means a 34% yield).. This data is from Reaction yield outcomes from USPTO patents with 853,638 reactions. (1) The reactants are [CH3:1][N:2]([S:12]([C:15]1[CH:20]=[CH:19][C:18]([O:21][CH2:22][C:23]2[C:32]3[C:27](=[CH:28][CH:29]=[CH:30][CH:31]=3)[N:26]=[C:25]([CH3:33])[CH:24]=2)=[CH:17][CH:16]=1)(=[O:14])=[O:13])[C@@H:3]1[CH2:8][CH2:7][CH2:6][CH2:5][C@H:4]1[C:9]([OH:11])=O.[NH2:34][OH:35]. No catalyst specified. The product is [OH:35][NH:34][C:9]([C@@H:4]1[CH2:5][CH2:6][CH2:7][CH2:8][C@H:3]1[N:2]([CH3:1])[S:12]([C:15]1[CH:16]=[CH:17][C:18]([O:21][CH2:22][C:23]2[C:32]3[C:27](=[CH:28][CH:29]=[CH:30][CH:31]=3)[N:26]=[C:25]([CH3:33])[CH:24]=2)=[CH:19][CH:20]=1)(=[O:14])=[O:13])=[O:11]. The yield is 0.770. (2) The reactants are [Br:1][C:2]1[CH:3]=[C:4]2[C:8](=[CH:9][C:10]=1[N+:11]([O-:13])=[O:12])[NH:7][CH2:6][CH2:5]2.C(C1C(=O)C(Cl)=C(Cl)C(=O)C=1C#N)#N. The product is [Br:1][C:2]1[CH:3]=[C:4]2[C:8](=[CH:9][C:10]=1[N+:11]([O-:13])=[O:12])[NH:7][CH:6]=[CH:5]2. The catalyst is O1CCOCC1. The yield is 0.380. (3) The product is [CH2:1]([C@@H:8]1[C:9](=[O:76])[NH:10][C@@H:11]2[CH2:55][S:56][S:29][CH2:28][CH2:27][CH:26]=[CH:25][C@@H:20]([O:19][C:18](=[O:49])[CH2:17][NH:16][C:15](=[O:50])[C@@H:14]([CH:51]([CH3:53])[CH3:52])[NH:13][C:12]2=[O:54])[CH2:21][C:22](=[O:24])[NH:23]1)[C:2]1[CH:7]=[CH:6][CH:5]=[CH:4][CH:3]=1. The yield is 0.750. The catalyst is C(Cl)Cl.CO. The reactants are [CH2:1]([C@H:8]1[NH:23][C:22](=[O:24])[CH2:21][C@@H:20](/[CH:25]=[CH:26]/[CH2:27][CH2:28][S:29]C(C2C=CC=CC=2)(C2C=CC=CC=2)C2C=CC=CC=2)[O:19][C:18](=[O:49])[CH2:17][NH:16][C:15](=[O:50])[C@@H:14]([CH:51]([CH3:53])[CH3:52])[NH:13][C:12](=[O:54])[C@@H:11]([CH2:55][S:56]C(C2C=CC=CC=2)(C2C=CC=CC=2)C2C=CC=CC=2)[NH:10][C:9]1=[O:76])[C:2]1[CH:7]=[CH:6][CH:5]=[CH:4][CH:3]=1. (4) The reactants are C([O:8][C:9]1[CH:14]=[CH:13][CH:12]=[CH:11][C:10]=1[NH:15][C:16](=[O:24])[C:17]1[CH:22]=[CH:21][N:20]=[CH:19][C:18]=1[F:23])C1C=CC=CC=1. The catalyst is Br.CC(O)=O.O.C(=O)(O)[O-].[Na+]. The product is [F:23][C:18]1[CH:19]=[N:20][CH:21]=[CH:22][C:17]=1[C:16]([NH:15][C:10]1[CH:11]=[CH:12][CH:13]=[CH:14][C:9]=1[OH:8])=[O:24]. The yield is 0.750.